This data is from Reaction yield outcomes from USPTO patents with 853,638 reactions. The task is: Predict the reaction yield, written as a fraction of the theoretical maximum amount of product (1.0 means a 100% yield; for example, 0.34 means a 34% yield). (1) The reactants are [OH:1][C:2]1[CH:7]=[CH:6][N:5]=[CH:4][CH:3]=1.CC1C=CC(S(O[CH2:19][CH2:20][CH2:21][NH:22][C:23]2[C:24](=[O:40])[N:25]([C:36]([CH3:39])([CH3:38])[CH3:37])[S:26](=[O:35])(=[O:34])[C:27]=2[C:28]2[CH:33]=[CH:32][CH:31]=[CH:30][CH:29]=2)(=O)=O)=CC=1. The catalyst is CCOC(C)=O. The product is [C:36]([N:25]1[C:24](=[O:40])[C:23]([NH:22][CH2:21][CH2:20][CH2:19][O:1][C:2]2[CH:7]=[CH:6][N:5]=[CH:4][CH:3]=2)=[C:27]([C:28]2[CH:29]=[CH:30][CH:31]=[CH:32][CH:33]=2)[S:26]1(=[O:34])=[O:35])([CH3:37])([CH3:38])[CH3:39]. The yield is 0.350. (2) The reactants are ON1C2C=CC=CC=2N=N1.Cl.CN(C)CCCN=C=NCC.Cl.[NH:24]1[CH2:29][CH2:28][CH2:27][CH2:26][NH:25]1.[CH3:30][C:31]1[CH:32]=[CH:33][C:34]([C:37]2[N:41]([C:42]3[CH:43]=[N:44][CH:45]=[CH:46][CH:47]=3)[N:40]=[C:39]([C:48](O)=[O:49])[CH:38]=2)=[N:35][CH:36]=1. The catalyst is ClCCl.CN(C)C=O.C(N(CC)CC)C. The product is [CH3:30][C:31]1[CH:32]=[CH:33][C:34]([C:37]2[N:41]([C:42]3[CH:43]=[N:44][CH:45]=[CH:46][CH:47]=3)[N:40]=[C:39]([C:48]([N:24]3[CH2:29][CH2:28][CH2:27][CH2:26][NH:25]3)=[O:49])[CH:38]=2)=[N:35][CH:36]=1. The yield is 0.580. (3) The reactants are [CH3:1][O:2][C:3]1[CH:4]=[C:5]2[C:10](=[CH:11][C:12]=1[O:13][CH3:14])[N:9]=[CH:8][CH:7]=[C:6]2[O:15][C:16]1[CH:21]=[CH:20][C:19]([NH:22][C:23](=O)[CH2:24][O:25][C:26]2[CH:31]=[CH:30][CH:29]=[CH:28][C:27]=2[CH3:32])=[CH:18][CH:17]=1.Cl.[OH-].[Na+]. The catalyst is O1CCCC1. The product is [CH3:1][O:2][C:3]1[CH:4]=[C:5]2[C:10](=[CH:11][C:12]=1[O:13][CH3:14])[N:9]=[CH:8][CH:7]=[C:6]2[O:15][C:16]1[CH:17]=[CH:18][C:19]([NH:22][CH2:23][CH2:24][O:25][C:26]2[CH:31]=[CH:30][CH:29]=[CH:28][C:27]=2[CH3:32])=[CH:20][CH:21]=1. The yield is 0.800. (4) The reactants are Br[C:2]1[CH:3]=[C:4]([N:22]([CH3:29])[CH:23]2[CH2:28][CH2:27][O:26][CH2:25][CH2:24]2)[C:5]([CH3:21])=[C:6]([CH:20]=1)[C:7]([NH:9][CH2:10][C:11]1[C:12](=[O:19])[NH:13][C:14]([CH3:18])=[CH:15][C:16]=1[CH3:17])=[O:8].[CH:30]([C:32]1[N:37]=[CH:36][C:35](B(O)O)=[CH:34][CH:33]=1)=[O:31].C([O-])([O-])=O.[Na+].[Na+]. The catalyst is O1CCOCC1.O.O.C1C=CC([P]([Pd]([P](C2C=CC=CC=2)(C2C=CC=CC=2)C2C=CC=CC=2)([P](C2C=CC=CC=2)(C2C=CC=CC=2)C2C=CC=CC=2)[P](C2C=CC=CC=2)(C2C=CC=CC=2)C2C=CC=CC=2)(C2C=CC=CC=2)C2C=CC=CC=2)=CC=1. The product is [CH3:17][C:16]1[CH:15]=[C:14]([CH3:18])[NH:13][C:12](=[O:19])[C:11]=1[CH2:10][NH:9][C:7](=[O:8])[C:6]1[CH:20]=[C:2]([C:35]2[CH:36]=[N:37][C:32]([CH:30]=[O:31])=[CH:33][CH:34]=2)[CH:3]=[C:4]([N:22]([CH3:29])[CH:23]2[CH2:28][CH2:27][O:26][CH2:25][CH2:24]2)[C:5]=1[CH3:21]. The yield is 0.660.